Task: Predict the reactants needed to synthesize the given product.. Dataset: Full USPTO retrosynthesis dataset with 1.9M reactions from patents (1976-2016) (1) The reactants are: O.[F:2][C:3]1[CH:8]=[C:7]([F:9])[CH:6]=[CH:5][C:4]=1[C@:10]12[CH2:19][O:18][C@@H:17]([C:20](=O)[C:21]#[CH:22])[CH2:16][C@H:15]1[CH2:14][S:13][C:12]([NH:24][C:25](=[O:32])[C:26]1[CH:31]=[CH:30][CH:29]=[CH:28][CH:27]=1)=[N:11]2.Cl.[C:34]([NH2:37])(=[NH:36])[CH3:35].C(=O)([O-])[O-].[Na+].[Na+]. Given the product [F:2][C:3]1[CH:8]=[C:7]([F:9])[CH:6]=[CH:5][C:4]=1[C@:10]12[CH2:19][O:18][C@@H:17]([C:20]3[CH:21]=[CH:22][N:37]=[C:34]([CH3:35])[N:36]=3)[CH2:16][C@H:15]1[CH2:14][S:13][C:12]([NH:24][C:25](=[O:32])[C:26]1[CH:27]=[CH:28][CH:29]=[CH:30][CH:31]=1)=[N:11]2, predict the reactants needed to synthesize it. (2) Given the product [CH2:2]([N:11]1[C:10]2[C:5]([F:4])=[CH:6][C:7]([N+:15]([O-:17])=[O:16])=[CH:8][C:9]=2[O:13][C:12]1=[O:14])[CH3:3], predict the reactants needed to synthesize it. The reactants are: I[CH2:2][CH3:3].[F:4][C:5]1[C:10]2[NH:11][C:12](=[O:14])[O:13][C:9]=2[CH:8]=[C:7]([N+:15]([O-:17])=[O:16])[CH:6]=1.N12CCCN=C1CCCCC2. (3) Given the product [O:38]1[CH2:39][CH2:40][N:35]([CH2:12][CH2:13][CH:14]2[CH2:15][CH2:16][N:17]([C:20]3[CH:21]=[CH:22][C:23]([N+:26]([O-:28])=[O:27])=[CH:24][CH:25]=3)[CH2:18][CH2:19]2)[CH2:36][CH2:37]1, predict the reactants needed to synthesize it. The reactants are: S(O[CH2:12][CH2:13][CH:14]1[CH2:19][CH2:18][N:17]([C:20]2[CH:25]=[CH:24][C:23]([N+:26]([O-:28])=[O:27])=[CH:22][CH:21]=2)[CH2:16][CH2:15]1)(C1C=CC(C)=CC=1)(=O)=O.C(=O)([O-])[O-].[K+].[K+].[NH:35]1[CH2:40][CH2:39][O:38][CH2:37][CH2:36]1.C(OCC)(=O)C. (4) Given the product [Cl:8][C:7]1[C:2]([Cl:1])=[C:3]([CH2:10][CH2:11][C:12](=[O:13])[C:14]2[S:15][C:16]([C:19]3[CH:24]=[CH:23][C:22]([C:25]([F:27])([F:28])[F:26])=[CH:21][CH:20]=3)=[CH:17][CH:18]=2)[CH:4]=[CH:5][C:6]=1[O:9][CH2:30][CH2:31][CH2:32][C:33]([CH3:39])([CH3:38])[C:34]([O:36][CH3:37])=[O:35], predict the reactants needed to synthesize it. The reactants are: [Cl:1][C:2]1[C:7]([Cl:8])=[C:6]([OH:9])[CH:5]=[CH:4][C:3]=1[CH2:10][CH2:11][C:12]([C:14]1[S:15][C:16]([C:19]2[CH:24]=[CH:23][C:22]([C:25]([F:28])([F:27])[F:26])=[CH:21][CH:20]=2)=[CH:17][CH:18]=1)=[O:13].I[CH2:30][CH2:31][CH2:32][C:33]([CH3:39])([CH3:38])[C:34]([O:36][CH3:37])=[O:35]. (5) Given the product [CH3:1][C:2]1[N:3]=[CH:4][N:5]([C:14](=[O:16])[CH3:15])[CH:6]=1, predict the reactants needed to synthesize it. The reactants are: [CH3:1][C:2]1[N:3]=[CH:4][NH:5][CH:6]=1.CCN(CC)CC.[C:14](Cl)(=[O:16])[CH3:15]. (6) Given the product [C:51]([C:48]1[CH:47]=[C:43]([CH:42]=[C:41]([C:37]([CH3:40])([CH3:39])[CH3:38])[C:49]=1[OH:50])[C:44]([NH:3][C:4]1[CH:36]=[CH:35][C:7]([O:8][C:9]2[CH:10]=[CH:11][C:12]3[N:16]=[C:15]([CH2:17][O:18][C:19]4[CH:32]=[CH:31][C:22]([CH2:23][CH:24]5[S:28][C:27](=[O:29])[NH:26][C:25]5=[O:30])=[CH:21][CH:20]=4)[N:14]([CH3:33])[C:13]=3[CH:34]=2)=[CH:6][CH:5]=1)=[O:45])([CH3:54])([CH3:53])[CH3:52], predict the reactants needed to synthesize it. The reactants are: Cl.Cl.[NH2:3][C:4]1[CH:36]=[CH:35][C:7]([O:8][C:9]2[CH:10]=[CH:11][C:12]3[N:16]=[C:15]([CH2:17][O:18][C:19]4[CH:32]=[CH:31][C:22]([CH2:23][CH:24]5[S:28][C:27](=[O:29])[NH:26][C:25]5=[O:30])=[CH:21][CH:20]=4)[N:14]([CH3:33])[C:13]=3[CH:34]=2)=[CH:6][CH:5]=1.[C:37]([C:41]1[CH:42]=[C:43]([CH:47]=[C:48]([C:51]([CH3:54])([CH3:53])[CH3:52])[C:49]=1[OH:50])[C:44](O)=[O:45])([CH3:40])([CH3:39])[CH3:38].C(N(CC)CC)C.Cl.C(N=C=NCCCN(C)C)C. (7) Given the product [F:36][C:33]([F:34])([F:35])[C:10]1[CH:11]=[C:12]([NH:15][C:16]2[C:25]3[C:20](=[CH:21][CH:22]=[C:23]([C:26]4[CH:27]=[CH:28][O:47][C:44]=4[CH2:45][NH:43][CH2:42][CH2:41][S:38]([CH3:37])(=[O:40])=[O:39])[CH:24]=3)[N:19]=[CH:18][N:17]=2)[CH:13]=[CH:14][C:9]=1[O:8][CH2:1][C:2]1[CH:3]=[CH:4][CH:5]=[CH:6][CH:7]=1, predict the reactants needed to synthesize it. The reactants are: [CH2:1]([O:8][C:9]1[CH:14]=[CH:13][C:12]([NH:15][C:16]2[C:25]3[C:20](=[CH:21][CH:22]=[C:23]([C:26]4OC(C=O)=[CH:28][CH:27]=4)[CH:24]=3)[N:19]=[CH:18][N:17]=2)=[CH:11][C:10]=1[C:33]([F:36])([F:35])[F:34])[C:2]1[CH:7]=[CH:6][CH:5]=[CH:4][CH:3]=1.[CH3:37][S:38]([CH2:41][CH2:42][NH2:43])(=[O:40])=[O:39].[C:44]([OH:47])(=O)[CH3:45].C([BH3-])#N.[Na+].